From a dataset of Catalyst prediction with 721,799 reactions and 888 catalyst types from USPTO. Predict which catalyst facilitates the given reaction. (1) Reactant: FC1C(CC2C=CC(F)=CC=2)=CC=C(OC)C=1OC1C=C(N)C=CC=1.[F:26][C:27]1[C:32]([O:33][C:34]2[CH:39]=[CH:38][CH:37]=[C:36]([N+:40]([O-:42])=[O:41])[CH:35]=2)=[C:31]([O:43]C)[CH:30]=[CH:29][C:28]=1[CH2:45][C:46]1[CH:51]=[CH:50][C:49]([F:52])=[CH:48][CH:47]=1. Product: [F:26][C:27]1[C:32]([O:33][C:34]2[CH:39]=[CH:38][CH:37]=[C:36]([N+:40]([O-:42])=[O:41])[CH:35]=2)=[C:31]([OH:43])[CH:30]=[CH:29][C:28]=1[CH2:45][C:46]1[CH:51]=[CH:50][C:49]([F:52])=[CH:48][CH:47]=1. The catalyst class is: 319. (2) Reactant: [CH:1]1[CH:6]=[CH:5][CH:4]=[CH:3][CH:2]=1.[C:7]1(C)[CH:12]=CC=[CH:9][CH:8]=1. Product: [CH:1]1[C:6]2[C:5](=[CH:12][CH:7]=[CH:8][CH:9]=2)[CH:4]=[CH:3][CH:2]=1. The catalyst class is: 113. (3) Reactant: [CH2:1]([CH:3]1[CH2:8][C:7](=O)[CH2:6][CH2:5][N:4]1[CH2:10][C:11]([OH:13])=[O:12])[CH3:2].[NH2:14][C:15]1[CH:20]=[CH:19][CH:18]=[CH:17][CH:16]=1.[C:21]([O:24][BH-]([O:24][C:21](=[O:23])[CH3:22])[O:24][C:21](=[O:23])[CH3:22])(=[O:23])[CH3:22].[Na+].[C:35](O)(=O)C. Product: [CH2:1]([CH:3]1[CH2:8][CH:7]([N:14]([C:15]2[CH:20]=[CH:19][CH:18]=[CH:17][CH:16]=2)[C@H:22]([C:21]([OH:24])=[O:23])[CH3:35])[CH2:6][CH2:5][N:4]1[CH2:10][C:11]([OH:13])=[O:12])[CH3:2]. The catalyst class is: 26. (4) Reactant: [C:1]([O:5][C:6]([N:8]1[CH2:13][CH2:12][N:11]([C:14](=[O:17])[CH2:15]Cl)[C@@H:10]([CH2:18][OH:19])[CH2:9]1)=[O:7])([CH3:4])([CH3:3])[CH3:2].CC(C)([O-])C.[K+].C(O)(=O)C. Product: [C:1]([O:5][C:6]([N:8]1[CH2:13][CH2:12][N:11]2[C@@H:10]([CH2:18][O:19][CH2:15][C:14]2=[O:17])[CH2:9]1)=[O:7])([CH3:4])([CH3:3])[CH3:2]. The catalyst class is: 1. (5) Reactant: C1COCC1.[CH3:6][O:7][C:8]1[CH:22]=[CH:21][C:11]([O:12][CH2:13][C:14]([CH3:20])([CH3:19])[C:15](OC)=[O:16])=[CH:10][CH:9]=1.[H-].[H-].[H-].[H-].[Li+].[Al+3].CC(=O)OCC. Product: [CH3:6][O:7][C:8]1[CH:22]=[CH:21][C:11]([O:12][CH2:13][C:14]([CH3:19])([CH3:20])[CH2:15][OH:16])=[CH:10][CH:9]=1. The catalyst class is: 6. (6) Reactant: [NH2:1][CH:2]1[CH:13]([OH:14])[CH2:12][C@@H:11]([CH3:15])[C:10](=[O:16])[O:9][CH2:8][C@@H:7]([C:17]2[CH:22]=[CH:21][CH:20]=[CH:19][CH:18]=2)[NH:6][C:5](=[O:23])[CH2:4][CH2:3]1.N1([C:29](N2C=CN=C2)=[O:30])C=CN=C1.CCN(C(C)C)C(C)C. Product: [CH3:15][C@H:11]1[C:10](=[O:16])[O:9][CH2:8][C@@H:7]([C:17]2[CH:18]=[CH:19][CH:20]=[CH:21][CH:22]=2)[NH:6][C:5](=[O:23])[CH2:4][CH2:3][CH:2]2[NH:1][C:29](=[O:30])[O:14][CH:13]2[CH2:12]1. The catalyst class is: 2.